Dataset: NCI-60 drug combinations with 297,098 pairs across 59 cell lines. Task: Regression. Given two drug SMILES strings and cell line genomic features, predict the synergy score measuring deviation from expected non-interaction effect. Drug 1: CCCCCOC(=O)NC1=NC(=O)N(C=C1F)C2C(C(C(O2)C)O)O. Drug 2: CN(CCCl)CCCl.Cl. Cell line: HCC-2998. Synergy scores: CSS=11.3, Synergy_ZIP=-1.34, Synergy_Bliss=2.22, Synergy_Loewe=-15.6, Synergy_HSA=0.757.